This data is from Forward reaction prediction with 1.9M reactions from USPTO patents (1976-2016). The task is: Predict the product of the given reaction. Given the reactants [Cl:1][C:2]1[CH:10]=[CH:9][CH:8]=[C:7]2[C:3]=1[C:4]([C:16]([OH:18])=O)=[CH:5][N:6]2[CH2:11][CH2:12][CH:13]([F:15])[F:14].[NH2:19][CH2:20][C:21]1([OH:29])[CH2:26][CH2:25][C:24]([F:28])([F:27])[CH2:23][CH2:22]1.CCN(CC)CC.C(Cl)CCl.N1(O)C2C=CC=CC=2N=N1, predict the reaction product. The product is: [F:27][C:24]1([F:28])[CH2:23][CH2:22][C:21]([CH2:20][NH:19][C:16]([C:4]2[C:3]3[C:7](=[CH:8][CH:9]=[CH:10][C:2]=3[Cl:1])[N:6]([CH2:11][CH2:12][CH:13]([F:14])[F:15])[CH:5]=2)=[O:18])([OH:29])[CH2:26][CH2:25]1.